Predict the reaction yield, written as a fraction of the theoretical maximum amount of product (1.0 means a 100% yield; for example, 0.34 means a 34% yield). From a dataset of Reaction yield outcomes from USPTO patents with 853,638 reactions. The reactants are [NH2:1][C:2]1[CH:10]=[CH:9][CH:8]=[C:7]2[C:3]=1[C:4](=[O:20])[N:5]([CH:12]1[CH2:17][CH2:16][C:15](=[O:18])[NH:14][C:13]1=[O:19])[C:6]2=[O:11].Cl.[C:22](Cl)(=[O:29])[C:23]1[CH:28]=[CH:27][CH:26]=[N:25][CH:24]=1. The catalyst is O1CCCC1.O.CCOCC. The product is [O:19]=[C:13]1[CH:12]([N:5]2[C:4](=[O:20])[C:3]3[C:7](=[CH:8][CH:9]=[CH:10][C:2]=3[NH:1][C:22]([C:23]3[CH:24]=[N:25][CH:26]=[CH:27][CH:28]=3)=[O:29])[C:6]2=[O:11])[CH2:17][CH2:16][C:15](=[O:18])[NH:14]1. The yield is 0.790.